This data is from Reaction yield outcomes from USPTO patents with 853,638 reactions. The task is: Predict the reaction yield, written as a fraction of the theoretical maximum amount of product (1.0 means a 100% yield; for example, 0.34 means a 34% yield). The reactants are [NH:1]1[C:5]2=[N:6][CH:7]=[CH:8][CH:9]=[C:4]2[C:3]([C:10]([O:12][CH3:13])=[O:11])=[N:2]1.[Br:14][C:15]1[CH:16]=[C:17](B(O)O)[CH:18]=[C:19]([N:21]2[CH2:26][CH2:25][O:24][CH2:23][CH2:22]2)[CH:20]=1. No catalyst specified. The product is [Br:14][C:15]1[CH:16]=[C:17]([N:1]2[C:5]3=[N:6][CH:7]=[CH:8][CH:9]=[C:4]3[C:3]([C:10]([O:12][CH3:13])=[O:11])=[N:2]2)[CH:18]=[C:19]([N:21]2[CH2:26][CH2:25][O:24][CH2:23][CH2:22]2)[CH:20]=1. The yield is 0.730.